This data is from Reaction yield outcomes from USPTO patents with 853,638 reactions. The task is: Predict the reaction yield, written as a fraction of the theoretical maximum amount of product (1.0 means a 100% yield; for example, 0.34 means a 34% yield). (1) The reactants are [O:1]1[CH2:3][C@H:2]1[CH2:4][O:5][C:6]1[CH:7]=[C:8]([C:12]2[CH:13]=[CH:14][CH:15]=[C:16]3[C:21]=2[N:20]=[CH:19][CH:18]=[CH:17]3)[CH:9]=[CH:10][CH:11]=1.[CH2:22]1[C:31]2[C:26](=[CH:27][CH:28]=[CH:29][CH:30]=2)[CH2:25][CH2:24][NH:23]1. The catalyst is CCO. The product is [CH2:22]1[C:31]2[C:26](=[CH:27][CH:28]=[CH:29][CH:30]=2)[CH2:25][CH2:24][N:23]1[CH2:3][C@H:2]([OH:1])[CH2:4][O:5][C:6]1[CH:11]=[CH:10][CH:9]=[C:8]([C:12]2[CH:13]=[CH:14][CH:15]=[C:16]3[C:21]=2[N:20]=[CH:19][CH:18]=[CH:17]3)[CH:7]=1. The yield is 0.146. (2) The product is [OH:8][NH:9][C:42]([C@@H:40]1[CH2:41][C@H:39]1[C:36]1[CH:35]=[CH:34][C:33]([NH:32][CH2:31][C:30]2[S:29][C:28]([C:45]3[CH:46]=[CH:47][C:48]([C:51]([F:53])([F:52])[F:54])=[CH:49][CH:50]=3)=[N:27][C:26]=2[CH3:25])=[CH:38][CH:37]=1)=[O:43]. The yield is 0.480. The reactants are CN(C([O:8][N:9]1N=NC2C=CC=NC1=2)=[N+](C)C)C.F[P-](F)(F)(F)(F)F.[CH3:25][C:26]1[N:27]=[C:28]([C:45]2[CH:50]=[CH:49][C:48]([C:51]([F:54])([F:53])[F:52])=[CH:47][CH:46]=2)[S:29][C:30]=1[CH2:31][NH:32][C:33]1[CH:38]=[CH:37][C:36]([C@@H:39]2[CH2:41][C@H:40]2[C:42](O)=[O:43])=[CH:35][CH:34]=1.Cl.NO.C([O-])(O)=O.[Na+]. The catalyst is CN(C=O)C. (3) The reactants are [CH3:1][C:2]1[CH:6]=[C:5]([CH3:7])[NH:4][C:3]=1/[CH:8]=[C:9]1\[C:10](=[O:21])[N:11]([C:18](Cl)=[O:19])[C:12]2[C:17]\1=[CH:16][CH:15]=[CH:14][CH:13]=2.[F:22][C:23]1[C:24](=[O:30])[NH:25][C:26](=[O:29])[NH:27][CH:28]=1.N1C=CC=CC=1. The catalyst is C1COCC1. The product is [CH3:1][C:2]1[CH:6]=[C:5]([CH3:7])[NH:4][C:3]=1/[CH:8]=[C:9]1\[C:10](=[O:21])[N:11]([C:18]([N:27]2[CH:28]=[C:23]([F:22])[C:24](=[O:30])[NH:25][C:26]2=[O:29])=[O:19])[C:12]2[C:17]\1=[CH:16][CH:15]=[CH:14][CH:13]=2. The yield is 0.360. (4) The reactants are [C:1]1([C:7]2[CH:12]=[C:11]([CH:13]3[CH2:18][CH2:17][N:16]([O:19][CH3:20])[CH2:15][CH2:14]3)[CH:10]=[CH:9][C:8]=2[NH:21][C:22]([C:24]2[N:25](COCC[Si](C)(C)C)[CH:26]=[C:27]([C:29]#[N:30])[N:28]=2)=[O:23])[CH2:6][CH2:5][CH2:4][CH2:3][CH:2]=1.[C:39]([OH:45])([C:41]([F:44])([F:43])[F:42])=[O:40]. The catalyst is C(Cl)Cl.CCO. The product is [F:42][C:41]([F:44])([F:43])[C:39]([OH:45])=[O:40].[C:1]1([C:7]2[CH:12]=[C:11]([CH:13]3[CH2:18][CH2:17][N:16]([O:19][CH3:20])[CH2:15][CH2:14]3)[CH:10]=[CH:9][C:8]=2[NH:21][C:22]([C:24]2[NH:28][C:27]([C:29]#[N:30])=[CH:26][N:25]=2)=[O:23])[CH2:6][CH2:5][CH2:4][CH2:3][CH:2]=1. The yield is 0.580. (5) The reactants are [N:1]1(C(=O)C)[C:9]2[C:4](=[N:5][CH:6]=[CH:7][CH:8]=2)[CH:3]=[N:2]1.[OH-].[Na+].Cl. The catalyst is C1COCC1.CO.O. The product is [NH:1]1[C:9]2[C:4](=[N:5][CH:6]=[CH:7][CH:8]=2)[CH:3]=[N:2]1. The yield is 0.960. (6) The reactants are [N+:1]([C:4]([N+:8]([O-:10])=[O:9])(O)[CH2:5]C)([O-:3])=[O:2].[CH2:11]([CH:17]([CH2:21][CH2:22][CH2:23][CH2:24][CH2:25][CH2:26][CH2:27][CH3:28])[C:18]([OH:20])=[O:19])[CH2:12][CH2:13][CH2:14][CH2:15][CH3:16].Cl[CH:30](Cl)C. No catalyst specified. The product is [N+:1]([C:4]([N+:8]([O-:10])=[O:9])([CH3:5])[CH2:30][O:19][C:18](=[O:20])[CH:17]([CH2:11][CH2:12][CH2:13][CH2:14][CH2:15][CH3:16])[CH2:21][CH2:22][CH2:23][CH2:24][CH2:25][CH2:26][CH2:27][CH3:28])([O-:3])=[O:2]. The yield is 0.600.